Dataset: Forward reaction prediction with 1.9M reactions from USPTO patents (1976-2016). Task: Predict the product of the given reaction. (1) Given the reactants C([O:3][C:4]([C:6]1[CH:36]=[CH:35][C:9]2[N:10]([CH:29]3[CH2:34][CH2:33][CH2:32][CH2:31][CH2:30]3)[C:11]([C:13]3[CH:14]=[C:15]4[C:20](=[CH:21][CH:22]=3)[N:19]=[CH:18][C:17]([C:23]3[CH:28]=[CH:27][CH:26]=[CH:25][CH:24]=3)=[N:16]4)=[N:12][C:8]=2[CH:7]=1)=[O:5])C, predict the reaction product. The product is: [CH:29]1([N:10]2[C:9]3[CH:35]=[CH:36][C:6]([C:4]([OH:5])=[O:3])=[CH:7][C:8]=3[N:12]=[C:11]2[C:13]2[CH:14]=[C:15]3[C:20](=[CH:21][CH:22]=2)[N:19]=[CH:18][C:17]([C:23]2[CH:24]=[CH:25][CH:26]=[CH:27][CH:28]=2)=[N:16]3)[CH2:34][CH2:33][CH2:32][CH2:31][CH2:30]1. (2) Given the reactants Br[C:2]12[CH2:11][CH:6]3[CH2:7][CH:8]([CH2:10][C:4]([C:12]45[CH2:21][CH:16]6[CH2:17][CH:18]([CH2:20][CH:14]([CH2:15]6)[CH2:13]4)[CH2:19]5)([CH2:5]3)[CH2:3]1)[CH2:9]2.[OH:22][C:23]1[CH:28]=[CH:27][CH:26]=[C:25]([OH:29])[CH:24]=1.[C:30]1([CH3:36])[CH:35]=[CH:34][CH:33]=[CH:32][CH:31]=1, predict the reaction product. The product is: [C:30]12([C:6]34[CH2:7][CH:8]5[CH2:9][CH:2]([CH2:3][C:4]([C:26]6[CH:27]=[C:28]([C:2]78[CH2:11][CH:6]9[CH2:7][CH:8]([CH2:10][C:4]([C:12]%10%11[CH2:21][CH:16]%12[CH2:17][CH:18]([CH2:20][CH:14]([CH2:15]%12)[CH2:13]%10)[CH2:19]%11)([CH2:5]9)[CH2:3]7)[CH2:9]8)[C:23]([OH:22])=[CH:24][C:25]=6[OH:29])([CH2:10]5)[CH2:5]3)[CH2:11]4)[CH2:36][CH:12]3[CH2:13][CH:34]([CH2:33][CH:32]([CH2:19]3)[CH2:31]1)[CH2:35]2. (3) Given the reactants [CH3:1][O:2][C:3]1[CH:8]=[CH:7][C:6]([CH3:9])=[C:5]([N+:10]([O-:12])=[O:11])[CH:4]=1.C1C(=O)N([Br:20])C(=O)C1.C(OOC(=O)C1C=CC=CC=1)(=O)C1C=CC=CC=1, predict the reaction product. The product is: [Br:20][CH2:9][C:6]1[CH:7]=[CH:8][C:3]([O:2][CH3:1])=[CH:4][C:5]=1[N+:10]([O-:12])=[O:11]. (4) Given the reactants [I:1]C.[CH3:3][NH:4][C@:5]12[C@H:13]3[CH2:14][C@H:10]([CH2:11][CH2:12]3)[C@H:9]1[CH2:8][CH2:7][CH2:6]2.[CH3:15]COCC, predict the reaction product. The product is: [IH:1].[CH3:3][N:4]([CH3:15])[C@:5]12[C@H:13]3[CH2:14][C@H:10]([CH2:11][CH2:12]3)[C@H:9]1[CH2:8][CH2:7][CH2:6]2. (5) Given the reactants [CH3:1][N:2]1[C:6]([C:7]2[CH:19]=[N:18][C:17]3[C:16]4[C:11](=[C:12]([C:21](OC)=[O:22])[CH:13]=[CH:14][C:15]=4[F:20])[N:10]([C@H:25]([C:32]4[CH:37]=[CH:36][CH:35]=[CH:34][CH:33]=4)[CH:26]4[CH2:31][CH2:30][O:29][CH2:28][CH2:27]4)[C:9]=3[CH:8]=2)=[C:5]([CH3:38])[N:4]=[N:3]1.[H-].[H-].[H-].[H-].[Li+].[Al+3], predict the reaction product. The product is: [CH3:38][C:5]1[N:4]=[N:3][N:2]([CH3:1])[C:6]=1[C:7]1[CH:19]=[N:18][C:17]2[C:16]3[C:15]([F:20])=[CH:14][CH:13]=[C:12]([CH2:21][OH:22])[C:11]=3[N:10]([C@@H:25]([CH:26]3[CH2:31][CH2:30][O:29][CH2:28][CH2:27]3)[C:32]3[CH:37]=[CH:36][CH:35]=[CH:34][CH:33]=3)[C:9]=2[CH:8]=1. (6) The product is: [OH:17][C:16]1[C:15]([OH:18])=[C:14]([OH:19])[C:13]([CH2:21][N:22]2[CH2:27][CH2:26][N:25]([CH3:28])[CH2:24][CH2:23]2)=[C:12]2[C:11]=1[C:9](=[O:10])[CH:8]=[C:7]([C:4]1[CH:3]=[CH:2][CH:1]=[CH:6][CH:5]=1)[O:20]2. Given the reactants [CH:1]1[CH:2]=[CH:3][C:4]([C:7]2[O:20][C:12]3=[CH:13][C:14]([OH:19])=[C:15]([OH:18])[C:16]([OH:17])=[C:11]3[C:9](=[O:10])[CH:8]=2)=[CH:5][CH:6]=1.[CH3:21][N:22]1[CH2:27][CH2:26][NH:25][CH2:24][CH2:23]1.[CH3:28]O, predict the reaction product.